Dataset: Forward reaction prediction with 1.9M reactions from USPTO patents (1976-2016). Task: Predict the product of the given reaction. (1) Given the reactants [NH:1]1[C:5]2[CH2:6][NH:7][CH2:8][CH2:9][C:4]=2[CH:3]=[C:2]1[C:10]([O:12][CH2:13][CH3:14])=[O:11].C(N(CC)CC)C.[CH3:22][C:23]([O:26][C:27](O[C:27]([O:26][C:23]([CH3:25])([CH3:24])[CH3:22])=[O:28])=[O:28])([CH3:25])[CH3:24], predict the reaction product. The product is: [NH:1]1[C:5]2[CH2:6][N:7]([C:27]([O:26][C:23]([CH3:25])([CH3:24])[CH3:22])=[O:28])[CH2:8][CH2:9][C:4]=2[CH:3]=[C:2]1[C:10]([O:12][CH2:13][CH3:14])=[O:11]. (2) Given the reactants [C:1]([O:5]C)(=O)[C:2]#[CH:3].[NH2:7][C:8]1[CH2:13][CH2:12][CH2:11][C:10](=[O:14])[CH:9]=1, predict the reaction product. The product is: [NH:7]1[C:8]2[CH2:9][CH2:3][CH2:2][C:1](=[O:5])[C:13]=2[CH:12]=[CH:11][C:10]1=[O:14]. (3) Given the reactants [CH2:1]([O:8][C:9]1[CH:14]=[CH:13][C:12]([C:15]2[CH:20]([F:21])[CH2:19][N:18]([C:22]([O:24][C:25]([CH3:28])([CH3:27])[CH3:26])=[O:23])[CH2:17][CH:16]=2)=[CH:11][CH:10]=1)[C:2]1[CH:7]=[CH:6][CH:5]=[CH:4][CH:3]=1, predict the reaction product. The product is: [CH2:1]([O:8][C:9]1[CH:10]=[CH:11][C:12]([C@H:15]2[CH2:16][CH2:17][N:18]([C:22]([O:24][C:25]([CH3:27])([CH3:26])[CH3:28])=[O:23])[CH2:19][C@H:20]2[F:21])=[CH:13][CH:14]=1)[C:2]1[CH:3]=[CH:4][CH:5]=[CH:6][CH:7]=1. (4) Given the reactants [F:1][CH:2]([F:32])[CH2:3][NH:4][CH2:5][CH2:6][CH2:7][C:8]1([C:26]2[CH:31]=[CH:30][CH:29]=[CH:28][CH:27]=2)[CH:12]=[C:11]([C:13]2[CH:18]=[C:17]([F:19])[CH:16]=[CH:15][C:14]=2[F:20])[CH2:10][N:9]1[C:21]([N:23]([CH3:25])[CH3:24])=[O:22].[H-].[Na+].[CH3:35]I, predict the reaction product. The product is: [F:32][CH:2]([F:1])[CH2:3][N:4]([CH3:35])[CH2:5][CH2:6][CH2:7][C:8]1([C:26]2[CH:27]=[CH:28][CH:29]=[CH:30][CH:31]=2)[CH:12]=[C:11]([C:13]2[CH:18]=[C:17]([F:19])[CH:16]=[CH:15][C:14]=2[F:20])[CH2:10][N:9]1[C:21]([N:23]([CH3:25])[CH3:24])=[O:22]. (5) Given the reactants [Cl-].[CH2:2]([N+:9]1[C:13]2[CH:14]=[CH:15][CH:16]=[CH:17][C:12]=2[N:11]2[C:18]([CH3:21])=[CH:19][S:20][C:10]=12)[C:3]1[CH:8]=[CH:7][CH:6]=[CH:5][CH:4]=1.[CH3:22][O-:23].[Na+], predict the reaction product. The product is: [CH2:2]([N:9]1[C:13]2[CH:14]=[CH:15][CH:16]=[CH:17][C:12]=2[N:11](/[C:18](/[CH3:21])=[CH:19]\[S:20][CH3:10])[C:22]1=[O:23])[C:3]1[CH:4]=[CH:5][CH:6]=[CH:7][CH:8]=1. (6) The product is: [Cl:17][C:6]1[CH:5]=[C:4]([C:9]2[CH:14]=[CH:13][CH:12]=[CH:11][CH:10]=2)[N:3]=[C:2]([NH2:1])[N:7]=1. Given the reactants [NH2:1][C:2]1[NH:7][C:6](=O)[CH:5]=[C:4]([C:9]2[CH:14]=[CH:13][CH:12]=[CH:11][CH:10]=2)[N:3]=1.P(Cl)(Cl)([Cl:17])=O, predict the reaction product. (7) Given the reactants Br[C:2]1[CH:7]=[C:6]([CH3:8])[C:5]([Br:9])=[CH:4][N:3]=1.C([Li])CCC.[CH3:15][C:16]([CH3:18])=[O:17], predict the reaction product. The product is: [Br:9][C:5]1[C:6]([CH3:8])=[CH:7][C:2]([C:16]([OH:17])([CH3:18])[CH3:15])=[N:3][CH:4]=1. (8) Given the reactants [Cl:1][C:2]1[CH:7]=[CH:6][C:5]([C:8](=[O:14])[CH2:9][CH2:10][N:11]([CH3:13])[CH3:12])=[CH:4][CH:3]=1.[H-].[H-].[H-].[H-].[Li+].[Al+3].C([O-])(O)=O.[Na+], predict the reaction product. The product is: [Cl:1][C:2]1[CH:3]=[CH:4][C:5]([CH:8]([OH:14])[CH2:9][CH2:10][N:11]([CH3:13])[CH3:12])=[CH:6][CH:7]=1. (9) Given the reactants [CH3:1][O:2][C:3]1[CH:8]=[CH:7][C:6]([C:9](=[O:14])[CH2:10][CH:11]([CH3:13])[CH3:12])=[CH:5][C:4]=1[O:15][CH2:16][CH2:17][CH2:18][O:19][CH3:20].[CH2:21](N(CC)CC)C.CN(C(N(C)C)N(C)C)C.[CH3:38][C:39]1[O:40][C:41](=[O:44])[CH2:42][N:43]=1, predict the reaction product. The product is: [CH:11]([C:10]1[CH:21]=[C:42]([NH:43][C:39](=[O:40])[CH3:38])[C:41](=[O:44])[O:14][C:9]=1[C:6]1[CH:7]=[CH:8][C:3]([O:2][CH3:1])=[C:4]([O:15][CH2:16][CH2:17][CH2:18][O:19][CH3:20])[CH:5]=1)([CH3:13])[CH3:12].